Dataset: Reaction yield outcomes from USPTO patents with 853,638 reactions. Task: Predict the reaction yield, written as a fraction of the theoretical maximum amount of product (1.0 means a 100% yield; for example, 0.34 means a 34% yield). (1) The reactants are [Br:1][C:2]1[C:3]([F:12])=[C:4]2[C:10]([NH2:11])=[CH:9][NH:8][C:5]2=[N:6][CH:7]=1.[N:13]1[CH:18]=[CH:17][CH:16]=[N:15][C:14]=1[C:19](O)=[O:20].O=C1N(P(Cl)(N2CCOC2=O)=O)CCO1.C(N(CC)CC)C. The catalyst is C(Cl)Cl.O. The product is [Br:1][C:2]1[C:3]([F:12])=[C:4]2[C:10]([NH:11][C:19]([C:14]3[N:15]=[CH:16][CH:17]=[CH:18][N:13]=3)=[O:20])=[CH:9][NH:8][C:5]2=[N:6][CH:7]=1. The yield is 0.380. (2) The yield is 0.630. The product is [CH2:31]([C:30]1[N:4]=[C:2]([CH3:3])[NH:5][C:26](=[O:27])[C:25]=1[CH2:24][C:20]1[C:21]([F:23])=[CH:22][C:17]([C:12]2[C:11]([C:9]#[N:10])=[CH:16][CH:15]=[CH:14][CH:13]=2)=[CH:18][C:19]=1[F:36])[CH2:32][CH2:33][CH3:34]. The reactants are Cl.[C:2]([NH2:5])(=[NH:4])[CH3:3].C[O-].[Na+].[C:9]([C:11]1[CH:16]=[CH:15][CH:14]=[CH:13][C:12]=1[C:17]1[CH:22]=[C:21]([F:23])[C:20]([CH2:24][CH:25]([C:30](=O)[CH2:31][CH2:32][CH2:33][CH3:34])[C:26](OC)=[O:27])=[C:19]([F:36])[CH:18]=1)#[N:10].O. The catalyst is CO. (3) The reactants are Br[C:2]1[C:3](=[O:13])[O:4][C:5]2[C:10]([CH:11]=1)=[CH:9][CH:8]=[C:7]([F:12])[CH:6]=2.[CH3:14][O:15][C:16]1[CH:21]=[CH:20][CH:19]=[C:18](B2OC(C)(C)C(C)(C)O2)[N:17]=1.C([O-])([O-])=O.[Cs+].[Cs+].C1(P(C2CCCCC2)C2C=CC=CC=2C2C(OC)=CC=CC=2OC)CCCCC1. The catalyst is O.[Cu]Cl.C([O-])(=O)C.[Pd+2].C([O-])(=O)C.CN(C=O)C. The product is [F:12][C:7]1[CH:6]=[C:5]2[C:10]([CH:11]=[C:2]([C:18]3[CH:19]=[CH:20][CH:21]=[C:16]([O:15][CH3:14])[N:17]=3)[C:3](=[O:13])[O:4]2)=[CH:9][CH:8]=1. The yield is 0.380. (4) The reactants are C([O:8][C:9]1[CH:19]=[CH:18][C:12]2[C:13]([CH3:17])([CH3:16])[CH2:14][O:15][C:11]=2[CH:10]=1)C1C=CC=CC=1.[H][H]. The catalyst is CO.[Pd]. The product is [CH3:16][C:13]1([CH3:17])[C:12]2[CH:18]=[CH:19][C:9]([OH:8])=[CH:10][C:11]=2[O:15][CH2:14]1. The yield is 0.740. (5) The reactants are [H-].[Na+].[Br:3][C:4]1[CH:9]=[CH:8][C:7]([SH:10])=[CH:6][CH:5]=1.S(O[CH:22]1[CH2:27][CH2:26][CH2:25][N:24]([C:28]([O:30][C:31]([CH3:34])([CH3:33])[CH3:32])=[O:29])[CH2:23]1)(C1C=CC(C)=CC=1)(=O)=O. The catalyst is C1COCC1. The product is [Br:3][C:4]1[CH:9]=[CH:8][C:7]([S:10][CH:26]2[CH2:27][CH2:22][CH2:23][N:24]([C:28]([O:30][C:31]([CH3:34])([CH3:33])[CH3:32])=[O:29])[CH2:25]2)=[CH:6][CH:5]=1. The yield is 0.270.